This data is from Forward reaction prediction with 1.9M reactions from USPTO patents (1976-2016). The task is: Predict the product of the given reaction. (1) Given the reactants [NH2:1][CH:2]([C:9]1[C:14]([O:15][CH3:16])=[CH:13][CH:12]=[CH:11][C:10]=1[O:17][CH3:18])[CH2:3][CH2:4][C:5]([O:7]C)=O.[CH3:19][C:20]1[S:21][CH:22]=[C:23]([C:25]2[CH:26]=[C:27]([CH:30]=[CH:31][CH:32]=2)[CH:28]=O)[N:24]=1, predict the reaction product. The product is: [CH3:18][O:17][C:10]1[CH:11]=[CH:12][CH:13]=[C:14]([O:15][CH3:16])[C:9]=1[CH:2]1[N:1]([CH2:28][C:27]2[CH:30]=[CH:31][CH:32]=[C:25]([C:23]3[N:24]=[C:20]([CH3:19])[S:21][CH:22]=3)[CH:26]=2)[C:5](=[O:7])[CH2:4][CH2:3]1. (2) The product is: [CH2:1]([O:8][C:9]1[CH:14]=[CH:13][N:12]([C:15]2[CH:16]=[C:17]3[C:21](=[CH:22][CH:23]=2)[N:20]([CH2:24][CH2:25][CH2:26][OH:27])[N:19]=[CH:18]3)[C:11](=[O:35])[CH:10]=1)[C:2]1[CH:7]=[CH:6][CH:5]=[CH:4][CH:3]=1. Given the reactants [CH2:1]([O:8][C:9]1[CH:14]=[CH:13][N:12]([C:15]2[CH:16]=[C:17]3[C:21](=[CH:22][CH:23]=2)[N:20]([CH2:24][CH2:25][CH2:26][O:27][Si](C(C)(C)C)(C)C)[N:19]=[CH:18]3)[C:11](=[O:35])[CH:10]=1)[C:2]1[CH:7]=[CH:6][CH:5]=[CH:4][CH:3]=1.CCCC[N+](CCCC)(CCCC)CCCC.[F-].O, predict the reaction product. (3) Given the reactants [CH2:1]([NH:8][C:9]([CH:11]1[CH2:14][C:13](=[O:15])[CH2:12]1)=O)[C:2]1[CH:7]=[CH:6][CH:5]=[CH:4][CH:3]=1.[H-].[H-].[H-].[H-].[Li+].[Al+3].[OH-].[Na+].O, predict the reaction product. The product is: [CH2:1]([NH:8][CH2:9][C@@H:11]1[CH2:14][C@H:13]([OH:15])[CH2:12]1)[C:2]1[CH:7]=[CH:6][CH:5]=[CH:4][CH:3]=1.